From a dataset of Experimentally validated miRNA-target interactions with 360,000+ pairs, plus equal number of negative samples. Binary Classification. Given a miRNA mature sequence and a target amino acid sequence, predict their likelihood of interaction. (1) The miRNA is hsa-miR-376a-5p with sequence GUAGAUUCUCCUUCUAUGAGUA. The protein sequence of the target gene is MTMESGAENQQSGDAAVTEAENQQMTVQAQPQIATLAQVSMPAAHATSSAPTVTLVQLPNGQTVQVHGVIQAAQPSVIQSPQVQTVQISTIAESEDSQESVDSVTDSQKRREILSRRPSYRKILNDLSSDAPGVPRIEEEKSEEETSAPAITTVTVPTPIYQTSSGQYIAITQGGAIQLANNGTDGVQGLQTLTMTNAAATQPGTTILQYAQTTDGQQILVPSNQVVVQAASGDVQTYQIRTAPTSTIAPGVVMASSPALPTQPAEEAARKREVRLMKNREAARECRRKKKEYVKCLENR.... Result: 1 (interaction). (2) The miRNA is hsa-miR-4746-3p with sequence AGCGGUGCUCCUGCGGGCCGA. The protein sequence of the target gene is MDPKQTTLLCLVLCLGQRIQAQEGDFPMPFISAKSSPVIPLDGSVKIQCQAIREAYLTQLMIIKNSTYREIGRRLKFWNETDPEFVIDHMDANKAGRYQCQYRIGHYRFRYSDTLELVVTGLYGKPFLSADRGLVLMPGENISLTCSSAHIPFDRFSLAKEGELSLPQHQSGEHPANFSLGPVDLNVSGIYRCYGWYNRSPYLWSFPSNALELVVTDSIHQDYTTQNLIRMAVAGLVLVALLAILVENWHSHTALNKEASADVAEPSWSQQMCQPGLTFARTPSVCK. Result: 0 (no interaction). (3) The miRNA is hsa-miR-6861-5p with sequence ACUGGGUAGGUGGGGCUCCAGG. The protein sequence of the target gene is MLSRKGIIPEEYVLTRLAEDPAEPRYRTRERRARFVSKKGNCNVAHKNIREQGRFLQDVFTTLVDLKWPHTLLIFTMSFLCSWLLFAMVWWLIAFAHGDLAPGEGTNVPCVTSIHSFSSAFLFSIEVQVTIGFGGRMVTEECPLAILILIVQNIVGLMINAIMLGCIFMKTAQAHRRAETLIFSKHAVITLRHGRLCFMLRVGDLRKSMIISATIHMQVVRKTTSPEGEVVPLHQVDIPMENGVGGNGIFLVAPLIIYHVIDSNSPLYDLAPSDLHHHQDLEIIVILEGVVETTGITTQA.... Result: 0 (no interaction). (4) The miRNA is hsa-miR-889-5p with sequence AAUGGCUGUCCGUAGUAUGGUC. The protein sequence of the target gene is MSAQCCAGQLACCCGSAGCSLCCDCCPRIRQSLSTRFMYALYFILVVVLCCIMMSTTVAHKMKEHIPFFEDMCKGIKAGDTCEKLVGYSAVYRVCFGMACFFFIFCLLTLKINNSKSCRAHIHNGFWFFKLLLLGAMCSGAFFIPDQDTFLNAWRYVGAVGGFLFIGIQLLLLVEFAHKWNKNWTAGTASNKLWYASLALVTLIMYSIATGGLVLMAVFYTQKDSCMENKILLGVNGGLCLLISLVAISPWVQNRQPHSGLLQSGVISCYVTYLTFSALSSKPAEVVLDEHGKNVTICVP.... Result: 0 (no interaction).